From a dataset of NCI-60 drug combinations with 297,098 pairs across 59 cell lines. Regression. Given two drug SMILES strings and cell line genomic features, predict the synergy score measuring deviation from expected non-interaction effect. (1) Drug 1: CC1=C(C=C(C=C1)NC2=NC=CC(=N2)N(C)C3=CC4=NN(C(=C4C=C3)C)C)S(=O)(=O)N.Cl. Drug 2: COCCOC1=C(C=C2C(=C1)C(=NC=N2)NC3=CC=CC(=C3)C#C)OCCOC.Cl. Cell line: U251. Synergy scores: CSS=11.0, Synergy_ZIP=-2.94, Synergy_Bliss=2.11, Synergy_Loewe=2.27, Synergy_HSA=3.06. (2) Drug 1: C(=O)(N)NO. Drug 2: C1CN(P(=O)(OC1)NCCCl)CCCl. Cell line: K-562. Synergy scores: CSS=-8.80, Synergy_ZIP=5.40, Synergy_Bliss=4.63, Synergy_Loewe=-3.23, Synergy_HSA=-4.32. (3) Drug 1: C1=C(C(=O)NC(=O)N1)N(CCCl)CCCl. Drug 2: CCN(CC)CCCC(C)NC1=C2C=C(C=CC2=NC3=C1C=CC(=C3)Cl)OC. Cell line: RPMI-8226. Synergy scores: CSS=74.3, Synergy_ZIP=7.23, Synergy_Bliss=4.86, Synergy_Loewe=-10.5, Synergy_HSA=10.1. (4) Drug 1: CC1C(C(CC(O1)OC2CC(CC3=C2C(=C4C(=C3O)C(=O)C5=C(C4=O)C(=CC=C5)OC)O)(C(=O)CO)O)N)O.Cl. Drug 2: C1CCC(C(C1)N)N.C(=O)(C(=O)[O-])[O-].[Pt+4]. Cell line: UACC-257. Synergy scores: CSS=4.75, Synergy_ZIP=-2.09, Synergy_Bliss=-1.44, Synergy_Loewe=1.40, Synergy_HSA=-0.00213. (5) Drug 1: CCC1=CC2CC(C3=C(CN(C2)C1)C4=CC=CC=C4N3)(C5=C(C=C6C(=C5)C78CCN9C7C(C=CC9)(C(C(C8N6C)(C(=O)OC)O)OC(=O)C)CC)OC)C(=O)OC.C(C(C(=O)O)O)(C(=O)O)O. Drug 2: C1=CC(=C2C(=C1NCCNCCO)C(=O)C3=C(C=CC(=C3C2=O)O)O)NCCNCCO. Cell line: RXF 393. Synergy scores: CSS=35.4, Synergy_ZIP=-1.73, Synergy_Bliss=-1.06, Synergy_Loewe=2.59, Synergy_HSA=4.34.